Predict the reactants needed to synthesize the given product. From a dataset of Full USPTO retrosynthesis dataset with 1.9M reactions from patents (1976-2016). (1) Given the product [CH:16]([C:12]1[CH:11]=[C:10](/[CH:9]=[CH:29]/[C:28]2[CH:31]=[CH:32][C:25]([C:23]#[N:24])=[CH:26][CH:27]=2)[CH:15]=[CH:14][CH:13]=1)=[O:20], predict the reactants needed to synthesize it. The reactants are: C(OP([CH2:9][C:10]1[CH:15]=[CH:14][CH:13]=[C:12]([CH:16]([O:20]CC)OCC)[CH:11]=1)(=O)OCC)C.[C:23]([C:25]1[CH:32]=[CH:31][C:28]([CH:29]=O)=[CH:27][CH:26]=1)#[N:24].[H-].[Na+].Cl. (2) Given the product [C:26]([O:30][C:24]([NH:23][S:20]([N:13]([C:3]1[C:2]([CH3:1])=[C:6]([C:7]2[CH:12]=[CH:11][CH:10]=[CH:9][CH:8]=2)[S:5][CH:4]=1)[CH2:14][C:15]([O:17][CH3:18])=[O:16])(=[O:22])=[O:21])=[O:25])([CH3:29])([CH3:28])[CH3:27], predict the reactants needed to synthesize it. The reactants are: [CH3:1][C:2]1[C:3]([NH:13][CH2:14][C:15]([O:17][CH3:18])=[O:16])=[CH:4][S:5][C:6]=1[C:7]1[CH:12]=[CH:11][CH:10]=[CH:9][CH:8]=1.Cl[S:20]([N:23]=[C:24]=[O:25])(=[O:22])=[O:21].[C:26]([OH:30])([CH3:29])([CH3:28])[CH3:27].C(N(C(C)C)CC)(C)C. (3) Given the product [Br:13][C:14]1[CH:15]=[CH:16][C:17]([CH:20]([C:28]2[CH:33]=[CH:32][CH:31]=[CH:30][C:29]=2[CH3:34])[CH2:21][C:22]([C:2]2[CH:7]=[N:6][CH:5]=[CH:4][N:3]=2)=[O:23])=[CH:18][CH:19]=1, predict the reactants needed to synthesize it. The reactants are: Br[C:2]1[CH:7]=[N:6][CH:5]=[CH:4][N:3]=1.C([Li])CCC.[Br:13][C:14]1[CH:19]=[CH:18][C:17]([CH:20]([C:28]2[CH:33]=[CH:32][CH:31]=[CH:30][C:29]=2[CH3:34])[CH2:21][C:22](N(OC)C)=[O:23])=[CH:16][CH:15]=1. (4) Given the product [CH2:32]([O:31][C:29]([N:15]([C:10]1[CH:11]=[CH:12][CH:13]=[CH:14][C:9]=1[CH2:8][N:4]1[CH:3]=[C:2]([CH3:1])[O:6][C:5]1=[O:7])[S:16]([C:19]([F:20])([F:22])[F:21])(=[O:17])=[O:18])=[O:30])[CH:33]([CH3:35])[CH3:34], predict the reactants needed to synthesize it. The reactants are: [CH3:1][C:2]1[O:6][C:5](=[O:7])[N:4]([CH2:8][C:9]2[CH:14]=[CH:13][CH:12]=[CH:11][C:10]=2[NH:15][S:16]([C:19]([F:22])([F:21])[F:20])(=[O:18])=[O:17])[CH:3]=1.C(=O)(O)[O-].[Na+].Cl[C:29]([O:31][CH2:32][CH:33]([CH3:35])[CH3:34])=[O:30]. (5) Given the product [Br:1][C:2]1[CH:7]=[CH:6][C:5]([C:8]2([C:9]#[N:10])[CH2:16][CH2:15][CH2:14]2)=[C:4]([O:11][CH3:12])[CH:3]=1, predict the reactants needed to synthesize it. The reactants are: [Br:1][C:2]1[CH:7]=[CH:6][C:5]([CH2:8][C:9]#[N:10])=[C:4]([O:11][CH3:12])[CH:3]=1.Br[CH2:14][CH2:15][CH2:16]Br.[H-].[Na+]. (6) Given the product [Cl:1][C:2]1[CH:3]=[C:4]([OH:21])[C:5]([NH:8][S:9]([CH2:12][C:13]2[CH:14]=[CH:15][C:16]([Cl:22])=[C:17]([Cl:19])[CH:18]=2)(=[O:10])=[O:11])=[N:6][CH:7]=1, predict the reactants needed to synthesize it. The reactants are: [Cl:1][C:2]1[CH:3]=[C:4]([OH:21])[C:5]([NH:8][S:9]([CH2:12][C:13]2[CH:18]=[C:17]([Cl:19])[CH:16]=[C:15](Cl)[CH:14]=2)(=[O:11])=[O:10])=[N:6][CH:7]=1.[Cl:22]C1C=C(CS(Cl)(=O)=O)C=CC=1Cl.ClC1C=C(CS(Cl)(=O)=O)C=C(Cl)C=1.S(Cl)(Cl)(=O)=O. (7) Given the product [F:1][C:2]([F:36])([F:35])[C:3]1[CH:4]=[C:5]([CH:28]=[C:29]([C:31]([F:34])([F:33])[F:32])[CH:30]=1)[CH2:6][N:7]1[CH2:14][CH2:13][CH2:12][O:11][C:10]2[N:15]=[C:16]([N:46]3[CH2:45][CH2:44][CH:43]([N:39]4[CH2:40][CH2:41][CH2:42][C:38]4=[O:37])[CH2:48][CH2:47]3)[CH:17]=[C:18]([C:19]3[CH:24]=[CH:23][CH:22]=[CH:21][C:20]=3[CH3:25])[C:9]=2[C:8]1=[O:27], predict the reactants needed to synthesize it. The reactants are: [F:1][C:2]([F:36])([F:35])[C:3]1[CH:4]=[C:5]([CH:28]=[C:29]([C:31]([F:34])([F:33])[F:32])[CH:30]=1)[CH2:6][N:7]1[CH2:14][CH2:13][CH2:12][O:11][C:10]2[N:15]=[C:16](Cl)[CH:17]=[C:18]([C:19]3[CH:24]=[CH:23][CH:22]=[CH:21][C:20]=3[CH3:25])[C:9]=2[C:8]1=[O:27].[O:37]=[C:38]1[CH2:42][CH2:41][CH2:40][N:39]1[CH:43]1[CH2:48][CH2:47][NH:46][CH2:45][CH2:44]1.